From a dataset of Catalyst prediction with 721,799 reactions and 888 catalyst types from USPTO. Predict which catalyst facilitates the given reaction. (1) Reactant: [CH:1]1([SH:6])[CH2:5][CH2:4][CH2:3][CH2:2]1.C(=O)([O-])[O-].[K+].[K+].F[C:14]1[CH:19]=[CH:18][C:17]([N+:20]([O-:22])=[O:21])=[CH:16][CH:15]=1. Product: [CH:1]1([S:6][C:14]2[CH:19]=[CH:18][C:17]([N+:20]([O-:22])=[O:21])=[CH:16][CH:15]=2)[CH2:5][CH2:4][CH2:3][CH2:2]1. The catalyst class is: 47. (2) Reactant: [Cl:1][CH2:2][C:3](Cl)=[O:4].[Cl-].[Cl-].[Cl-].[Al+3].[CH:10]1[C:23]2[CH2:22][C:21]3[C:16](=[CH:17][CH:18]=[CH:19][CH:20]=3)[CH2:15][C:14]=2[CH:13]=[CH:12][CH:11]=1.[CH3:24][OH:25].Cl[CH2:27][Cl:28]. The catalyst class is: 6. Product: [CH:13]1[C:14]2[CH2:15][C:16]3[C:21](=[CH:20][C:19]([C:24](=[O:25])[CH2:27][Cl:28])=[CH:18][CH:17]=3)[CH2:22][C:23]=2[CH:10]=[CH:11][C:12]=1[C:3](=[O:4])[CH2:2][Cl:1]. (3) Reactant: [Br:1][C:2]1[CH:8]=[CH:7][C:6]([S:9]([CH3:12])(=[O:11])=[O:10])=[CH:5][C:3]=1[NH2:4].C[Si]([N-][Si](C)(C)C)(C)C.[Na+].[C:23](O[C:23]([O:25][C:26]([CH3:29])([CH3:28])[CH3:27])=[O:24])([O:25][C:26]([CH3:29])([CH3:28])[CH3:27])=[O:24]. Product: [Br:1][C:2]1[CH:8]=[CH:7][C:6]([S:9]([CH3:12])(=[O:11])=[O:10])=[CH:5][C:3]=1[NH:4][C:23](=[O:24])[O:25][C:26]([CH3:29])([CH3:28])[CH3:27]. The catalyst class is: 7. (4) Reactant: [CH2:1]([OH:5])[C:2]#[C:3][CH3:4].[OH-].[Na+].C([O:12][C:13](=[O:27])[CH2:14][N:15]([S:17]([C:20]1[CH:21]=[N:22][C:23](Cl)=[CH:24][CH:25]=1)(=[O:19])=[O:18])[CH3:16])(C)(C)C.C(O)#CCC. Product: [CH2:1]([O:5][C:23]1[N:22]=[CH:21][C:20]([S:17]([N:15]([CH2:14][C:13]([OH:27])=[O:12])[CH3:16])(=[O:19])=[O:18])=[CH:25][CH:24]=1)[C:2]#[C:3][CH3:4]. The catalyst class is: 6. (5) Reactant: C(O)=O.[NH2:4][CH2:5][CH2:6][C:7]1[CH:30]=[CH:29][C:10]([NH:11][CH:12]2[CH2:17][CH2:16][N:15]([C:18]([NH:20][CH2:21][C:22]3[CH:27]=[CH:26][C:25]([F:28])=[CH:24][CH:23]=3)=[O:19])[CH2:14][CH2:13]2)=[CH:9][CH:8]=1.[CH3:31][S:32]([N:35]([C:43]1[CH:48]=[CH:47][CH:46]=[C:45]([O:49][CH2:50][C@@H:51]2[CH2:53][O:52]2)[CH:44]=1)[C:36](=[O:42])[O:37][C:38]([CH3:41])([CH3:40])[CH3:39])(=[O:34])=[O:33]. Product: [F:28][C:25]1[CH:24]=[CH:23][C:22]([CH2:21][NH:20][C:18]([N:15]2[CH2:14][CH2:13][CH:12]([NH:11][C:10]3[CH:9]=[CH:8][C:7]([CH2:6][CH2:5][NH:4][CH2:53][C@H:51]([OH:52])[CH2:50][O:49][C:45]4[CH:44]=[C:43]([N:35]([S:32]([CH3:31])(=[O:34])=[O:33])[C:36](=[O:42])[O:37][C:38]([CH3:39])([CH3:40])[CH3:41])[CH:48]=[CH:47][CH:46]=4)=[CH:30][CH:29]=3)[CH2:17][CH2:16]2)=[O:19])=[CH:27][CH:26]=1. The catalyst class is: 147. (6) Reactant: [CH2:1]([OH:3])[CH3:2].[CH:4]([OH:7])(C)C.[CH2:8]([OH:12])[CH2:9][CH2:10][CH3:11]. Product: [CH2:4]([OH:7])[CH2:2][CH2:1][OH:3].[CH2:11]([OH:3])[CH2:10][CH2:9][CH2:8][OH:12]. The catalyst class is: 619.